From a dataset of Peptide-MHC class I binding affinity with 185,985 pairs from IEDB/IMGT. Regression. Given a peptide amino acid sequence and an MHC pseudo amino acid sequence, predict their binding affinity value. This is MHC class I binding data. (1) The peptide sequence is TPSGTWLTY. The MHC is HLA-A30:02 with pseudo-sequence HLA-A30:02. The binding affinity (normalized) is 0.133. (2) The peptide sequence is AIYDTMQYV. The MHC is HLA-A02:01 with pseudo-sequence HLA-A02:01. The binding affinity (normalized) is 1.00. (3) The peptide sequence is DQYKFHKLL. The MHC is HLA-A02:01 with pseudo-sequence HLA-A02:01. The binding affinity (normalized) is 0.105.